This data is from TCR-epitope binding with 47,182 pairs between 192 epitopes and 23,139 TCRs. The task is: Binary Classification. Given a T-cell receptor sequence (or CDR3 region) and an epitope sequence, predict whether binding occurs between them. (1) The epitope is GILGFVFTL. Result: 1 (the TCR binds to the epitope). The TCR CDR3 sequence is CASSIRSTKTQYF. (2) The epitope is HTTDPSFLGRY. The TCR CDR3 sequence is CASSDTMAGGFSPLHF. Result: 1 (the TCR binds to the epitope). (3) The epitope is FLLNKEMYL. The TCR CDR3 sequence is CATTGTSGGPLQETQYF. Result: 1 (the TCR binds to the epitope). (4) Result: 0 (the TCR does not bind to the epitope). The epitope is FVRATATIPI. The TCR CDR3 sequence is CASSYMGPNTDTQYF. (5) The epitope is RLRAEAQVK. The TCR CDR3 sequence is CASSIAWGQLNTEAFF. Result: 0 (the TCR does not bind to the epitope). (6) The epitope is TLDSKTQSL. The TCR CDR3 sequence is CASSSQDRTHSPLHF. Result: 1 (the TCR binds to the epitope). (7) The epitope is SEISMDNSPNL. The TCR CDR3 sequence is CASALAGAETQYF. Result: 1 (the TCR binds to the epitope). (8) The epitope is TEKSNIIRGW. The TCR CDR3 sequence is CSVDEGTIYGYTF. Result: 0 (the TCR does not bind to the epitope).